Task: Predict the reactants needed to synthesize the given product.. Dataset: Full USPTO retrosynthesis dataset with 1.9M reactions from patents (1976-2016) (1) Given the product [CH3:29][O:28][C:25]1[CH:26]=[C:27]2[C:22](=[CH:23][C:24]=1[O:30][CH2:31][CH2:32][CH2:33][N:34]1[CH2:35][CH2:36][O:37][CH2:38][CH2:39]1)[N:21]=[CH:20][N:19]=[C:18]2[O:16][C:10]1[CH:11]=[CH:12][CH:13]=[C:14]2[O:15][CH2:7][O:8][C:9]=12, predict the reactants needed to synthesize it. The reactants are: C(=O)([O-])[O-].[K+].[K+].[CH2:7]1[O:15][C:14]2[C:9](=[C:10]([OH:16])[CH:11]=[CH:12][CH:13]=2)[O:8]1.Cl[C:18]1[C:27]2[C:22](=[CH:23][C:24]([O:30][CH2:31][CH2:32][CH2:33][N:34]3[CH2:39][CH2:38][O:37][CH2:36][CH2:35]3)=[C:25]([O:28][CH3:29])[CH:26]=2)[N:21]=[CH:20][N:19]=1. (2) Given the product [Cl:1][C:2]1[CH:41]=[CH:40][C:5]2[NH:6][C:7](=[O:30])[CH:8]([CH2:21][CH2:22][C:23]3[CH:28]=[CH:27][CH:26]=[CH:25][C:24]=3[Cl:29])[N:9]=[C:10]([C:11]3[CH:12]=[C:13]4[NH:19][C:18](=[O:20])[NH:17][C:14]4=[N:15][CH:16]=3)[C:4]=2[CH:3]=1, predict the reactants needed to synthesize it. The reactants are: [Cl:1][C:2]1[CH:41]=[CH:40][C:5]2[N:6](CC3C=CC(OC)=CC=3)[C:7](=[O:30])[CH:8]([CH2:21][CH2:22][C:23]3[CH:28]=[CH:27][CH:26]=[CH:25][C:24]=3[Cl:29])[N:9]=[C:10]([C:11]3[CH:12]=[C:13]4[NH:19][C:18](=[O:20])[NH:17][C:14]4=[N:15][CH:16]=3)[C:4]=2[CH:3]=1.[Cl-].[Al+3].[Cl-].[Cl-]. (3) Given the product [Cl:4][C:5]1[C:13]2[CH:12]=[C:11]([C:14](=[O:15])[CH3:1])[S:10][C:9]=2[CH:8]=[CH:7][CH:6]=1, predict the reactants needed to synthesize it. The reactants are: [CH3:1][Mg+].[Br-].[Cl:4][C:5]1[C:13]2[CH:12]=[C:11]([C:14](N(OC)C)=[O:15])[S:10][C:9]=2[CH:8]=[CH:7][CH:6]=1. (4) Given the product [Cl:26][C:10]1[C:9]2[C:14](=[CH:15][CH:16]=[C:7]([C:34]([C:33]3[C:28]([CH3:27])=[N:29][C:30]([CH3:42])=[CH:31][CH:32]=3)([C:36]3[N:40]([CH3:41])[N:39]=[N:38][CH:37]=3)[OH:35])[CH:8]=2)[N:13]=[C:12]([O:17][CH3:18])[C:11]=1[C:19]([N:21]1[CH2:25][CH2:24][CH2:23][CH2:22]1)=[O:20], predict the reactants needed to synthesize it. The reactants are: [Li]CCCC.Br[C:7]1[CH:8]=[C:9]2[C:14](=[CH:15][CH:16]=1)[N:13]=[C:12]([O:17][CH3:18])[C:11]([C:19]([N:21]1[CH2:25][CH2:24][CH2:23][CH2:22]1)=[O:20])=[C:10]2[Cl:26].[CH3:27][C:28]1[C:33]([C:34]([C:36]2[N:40]([CH3:41])[N:39]=[N:38][CH:37]=2)=[O:35])=[CH:32][CH:31]=[C:30]([CH3:42])[N:29]=1. (5) The reactants are: [F:1][C:2]1[CH:29]=[CH:28][C:5]([CH2:6][N:7]2[C:15]3[C:10](=[CH:11][CH:12]=[CH:13][CH:14]=3)[C:9]3[CH2:16][CH:17]([C:20]([NH:22][CH2:23][C:24]([O:26]C)=O)=[O:21])[NH:18][CH2:19][C:8]2=3)=[CH:4][CH:3]=1.C1N=CN(C(N2C=NC=C2)=O)C=1.CCN(CC)CC. Given the product [F:1][C:2]1[CH:3]=[CH:4][C:5]([CH2:6][N:7]2[C:15]3[CH:14]=[CH:13][CH:12]=[CH:11][C:10]=3[C:9]3[CH2:16][CH:17]4[C:20](=[O:21])[NH:22][CH2:23][C:24](=[O:26])[N:18]4[CH2:19][C:8]2=3)=[CH:28][CH:29]=1, predict the reactants needed to synthesize it. (6) The reactants are: [F:1][C:2]([F:7])([F:6])[C:3]([OH:5])=[O:4].[O-]CC.[Mg+2:11].[O-]CC. Given the product [F:1][C:2]([F:7])([F:6])[C:3]([O-:5])=[O:4].[Mg+2:11].[F:1][C:2]([F:7])([F:6])[C:3]([O-:5])=[O:4], predict the reactants needed to synthesize it. (7) Given the product [F:29][C:27]1([F:30])[CH2:28][CH:25]([C:23]2[O:22][N:21]=[C:20]([C:18]3[CH:17]=[CH:16][C:15]([CH3:31])=[C:14]([NH:13][C:11]([C:8]4[N:6]5[CH:7]=[C:2]([N:35]6[CH2:34][C@@H:33]([CH3:32])[O:38][C@@H:37]([CH3:39])[CH2:36]6)[CH:3]=[CH:4][C:5]5=[N:10][CH:9]=4)=[O:12])[CH:19]=3)[N:24]=2)[CH2:26]1, predict the reactants needed to synthesize it. The reactants are: Br[C:2]1[CH:3]=[CH:4][C:5]2[N:6]([C:8]([C:11]([NH:13][C:14]3[CH:19]=[C:18]([C:20]4[N:24]=[C:23]([CH:25]5[CH2:28][C:27]([F:30])([F:29])[CH2:26]5)[O:22][N:21]=4)[CH:17]=[CH:16][C:15]=3[CH3:31])=[O:12])=[CH:9][N:10]=2)[CH:7]=1.[CH3:32][C@H:33]1[O:38][C@@H:37]([CH3:39])[CH2:36][NH:35][CH2:34]1.C1(P(C2CCCCC2)C2C=CC=CC=2C2C=CC=CC=2N(C)C)CCCCC1.CC(C)([O-])C.[Na+]. (8) The reactants are: [Cl:1][C:2]([Cl:32])([Cl:31])[CH2:3][O:4][C:5]([C@@H:7]1[CH2:12][CH2:11][CH2:10][N:9]([C:13](=[O:30])[C@@H:14]([NH:22]C(OC(C)(C)C)=O)[CH2:15][C:16]2[CH:21]=[CH:20][CH:19]=[CH:18][CH:17]=2)[NH:8]1)=[O:6].FC(F)(F)C(O)=O.C(N(CC)C(C)C)(C)C.[NH:49]([C:57]([O:59][C:60]([CH3:63])([CH3:62])[CH3:61])=[O:58])[C@H:50]([C:54](O)=[O:55])[CH:51]([CH3:53])[CH3:52].C[NH3+].F[P-](F)(F)(F)(F)F.N1(OC(N(C)C)=[N+](C)C)C2N=CC=CC=2N=N1.F[P-](F)(F)(F)(F)F. Given the product [Cl:32][C:2]([Cl:31])([Cl:1])[CH2:3][O:4][C:5]([C@@H:7]1[CH2:12][CH2:11][CH2:10][N:9]([C:13](=[O:30])[C@@H:14]([NH:22][C:54](=[O:55])[C@@H:50]([NH:49][C:57]([O:59][C:60]([CH3:61])([CH3:63])[CH3:62])=[O:58])[CH:51]([CH3:53])[CH3:52])[CH2:15][C:16]2[CH:17]=[CH:18][CH:19]=[CH:20][CH:21]=2)[NH:8]1)=[O:6], predict the reactants needed to synthesize it. (9) Given the product [Cl:1][C:2]1[CH:7]=[CH:6][C:5]([Cl:8])=[CH:4][C:3]=1[CH2:9][O:10][C:11]1([C:14]([N:25]2[C:26]3[C:21](=[CH:20][CH:19]=[CH:18][N:17]=3)[CH2:22][CH2:23][CH2:24]2)=[O:15])[CH2:13][CH2:12]1, predict the reactants needed to synthesize it. The reactants are: [Cl:1][C:2]1[CH:7]=[CH:6][C:5]([Cl:8])=[CH:4][C:3]=1[CH2:9][O:10][C:11]1([C:14](Cl)=[O:15])[CH2:13][CH2:12]1.[NH:17]1[C:26]2[C:21](=[CH:22][CH:23]=[CH:24][N:25]=2)[CH2:20][CH2:19][CH2:18]1.C(N(CC)CC)C.